This data is from Full USPTO retrosynthesis dataset with 1.9M reactions from patents (1976-2016). The task is: Predict the reactants needed to synthesize the given product. (1) Given the product [C:23]([O:27][C:28]([N:30]1[CH2:35][CH2:34][CH:33]([C:36]2[CH:41]=[CH:40][C:39]([NH:42][C:2]3[N:22]=[C:5]4[C:6]([C:10]5[CH:11]=[N:12][N:13]([C:15]6[CH:20]=[CH:19][C:18]([CH3:21])=[CH:17][CH:16]=6)[CH:14]=5)=[CH:7][CH:8]=[CH:9][N:4]4[N:3]=3)=[CH:38][CH:37]=2)[CH2:32][CH2:31]1)=[O:29])([CH3:26])([CH3:24])[CH3:25], predict the reactants needed to synthesize it. The reactants are: Cl[C:2]1[N:22]=[C:5]2[C:6]([C:10]3[CH:11]=[N:12][N:13]([C:15]4[CH:20]=[CH:19][C:18]([CH3:21])=[CH:17][CH:16]=4)[CH:14]=3)=[CH:7][CH:8]=[CH:9][N:4]2[N:3]=1.[C:23]([O:27][C:28]([N:30]1[CH2:35][CH2:34][CH:33]([C:36]2[CH:41]=[CH:40][C:39]([NH2:42])=[CH:38][CH:37]=2)[CH2:32][CH2:31]1)=[O:29])([CH3:26])([CH3:25])[CH3:24].C1(P(C2CCCCC2)C2C=CC=CC=2C2C=CC=CC=2P(C2CCCCC2)C2CCCCC2)CCCCC1. (2) Given the product [N:7]([C:1]1([O:17][CH2:16][C:15]2[CH:14]=[CH:13][C:12]([N+:9]([O-:11])=[O:10])=[CH:20][CH:19]=2)[CH2:6][CH2:5][CH2:4][CH2:3][CH2:2]1)=[O:8], predict the reactants needed to synthesize it. The reactants are: [C:1]1(=[N:7][OH:8])[CH2:6][CH2:5][CH2:4][CH2:3][CH2:2]1.[N+:9]([C:12]1[CH:20]=[CH:19][C:15]([C:16](O)=[O:17])=[CH:14][CH:13]=1)([O-:11])=[O:10].O. (3) The reactants are: [N:1]1[CH:6]=[CH:5][CH:4]=[C:3]([C:7]2[CH:12]=[C:11]([C:13]([F:16])([F:15])[F:14])[CH:10]=[CH:9][C:8]=2/[CH:17]=[CH:18]/[C:19](O)=[O:20])[CH:2]=1.[NH2:22][C:23]1[CH:24]=[N:25][C:26]2[C:31]([CH:32]=1)=[CH:30][CH:29]=[CH:28][CH:27]=2. Given the product [N:1]1[CH:6]=[CH:5][CH:4]=[C:3]([C:7]2[CH:12]=[C:11]([C:13]([F:15])([F:16])[F:14])[CH:10]=[CH:9][C:8]=2/[CH:17]=[CH:18]/[C:19]([NH:22][C:23]2[CH:24]=[N:25][C:26]3[C:31]([CH:32]=2)=[CH:30][CH:29]=[CH:28][CH:27]=3)=[O:20])[CH:2]=1, predict the reactants needed to synthesize it. (4) The reactants are: [C:1]1([C:7]([C:14]2[CH:19]=[CH:18][C:17]([C:20]([F:23])([F:22])[F:21])=[CH:16][CH:15]=2)=[C:8]2[CH2:13][CH2:12][CH2:11][NH:10][CH2:9]2)[CH:6]=[CH:5][CH:4]=[CH:3][CH:2]=1.[H][H].CCCCC. Given the product [C:1]1([CH:7]([C:14]2[CH:15]=[CH:16][C:17]([C:20]([F:23])([F:21])[F:22])=[CH:18][CH:19]=2)[CH:8]2[CH2:13][CH2:12][CH2:11][NH:10][CH2:9]2)[CH:2]=[CH:3][CH:4]=[CH:5][CH:6]=1, predict the reactants needed to synthesize it. (5) Given the product [Br:1][C:2]1[CH:10]=[CH:9][C:5]([C:6]([OH:8])=[O:7])=[C:4]([CH2:12][CH3:13])[CH:3]=1, predict the reactants needed to synthesize it. The reactants are: [Br:1][C:2]1[CH:10]=[CH:9][C:5]([C:6]([OH:8])=[O:7])=[C:4](F)[CH:3]=1.[CH2:12]([Mg]Br)[CH3:13].